Dataset: Catalyst prediction with 721,799 reactions and 888 catalyst types from USPTO. Task: Predict which catalyst facilitates the given reaction. (1) Reactant: Br[C:2]1[CH:7]=[CH:6][C:5]([C:8]2([NH:11][C:12](=[O:22])[O:13][CH:14]3[CH:19]4[CH2:20][CH2:21][N:16]([CH2:17][CH2:18]4)[CH2:15]3)[CH2:10][CH2:9]2)=[CH:4][CH:3]=1.[CH3:23][O:24][C:25]1[CH:30]=[CH:29][C:28](B(O)O)=[CH:27][CH:26]=1. Product: [CH3:23][O:24][C:25]1[CH:30]=[CH:29][C:28]([C:2]2[CH:7]=[CH:6][C:5]([C:8]3([NH:11][C:12](=[O:22])[O:13][CH:14]4[CH:19]5[CH2:20][CH2:21][N:16]([CH2:17][CH2:18]5)[CH2:15]4)[CH2:10][CH2:9]3)=[CH:4][CH:3]=2)=[CH:27][CH:26]=1. The catalyst class is: 318. (2) The catalyst class is: 2. Product: [Cl:1][C:2]1[C:11]2[C:6](=[CH:7][CH:8]=[CH:9][CH:10]=2)[C:5]([C:16](=[O:19])[CH2:17][CH3:18])=[CH:4][CH:3]=1. Reactant: [Cl:1][C:2]1[C:11]2[C:6](=[CH:7][CH:8]=[CH:9][CH:10]=2)[CH:5]=[CH:4][CH:3]=1.[Cl-].[Al+3].[Cl-].[Cl-].[C:16](Cl)(=[O:19])[CH2:17][CH3:18]. (3) Reactant: [N+:1]([C:4]1[C:5]([CH2:10][C:11]([O:13][CH2:14][CH3:15])=[O:12])=[N:6][CH:7]=[CH:8][CH:9]=1)([O-])=O. Product: [NH2:1][C:4]1[C:5]([CH2:10][C:11]([O:13][CH2:14][CH3:15])=[O:12])=[N:6][CH:7]=[CH:8][CH:9]=1. The catalyst class is: 29. (4) Reactant: [F:1][C:2]1([C:15](OCC)=[O:16])[CH2:7][CH2:6][N:5]([C:8]([O:10][C:11]([CH3:14])([CH3:13])[CH3:12])=[O:9])[CH2:4][CH2:3]1.[H-].[H-].[H-].[H-].[Li+].[Al+3].O.[OH-].[Na+]. Product: [F:1][C:2]1([CH2:15][OH:16])[CH2:3][CH2:4][N:5]([C:8]([O:10][C:11]([CH3:12])([CH3:13])[CH3:14])=[O:9])[CH2:6][CH2:7]1. The catalyst class is: 7. (5) Reactant: [CH3:1][O:2][C:3]([C@@H:5]1[CH2:10][CH2:9][N:8]([C:11]([O:13][C:14]([CH3:17])([CH3:16])[CH3:15])=[O:12])[CH2:7][C@H:6]1[C:18]1[CH:23]=[CH:22][CH:21]=[CH:20][CH:19]=1)=[O:4].[I:24]I. The catalyst class is: 2. Product: [CH3:1][O:2][C:3]([C@@H:5]1[CH2:10][CH2:9][N:8]([C:11]([O:13][C:14]([CH3:17])([CH3:15])[CH3:16])=[O:12])[CH2:7][C@H:6]1[C:18]1[CH:23]=[CH:22][C:21]([I:24])=[CH:20][CH:19]=1)=[O:4]. (6) Reactant: [CH3:1][O:2][C:3](=[O:24])[CH:4]([N:6]1[CH:11]=[CH:10][CH:9]=[C:8]([NH:12]C(OCC2C=CC=CC=2)=O)[C:7]1=[O:23])[CH3:5]. Product: [NH2:12][C:8]1[C:7](=[O:23])[N:6]([CH:4]([CH3:5])[C:3]([O:2][CH3:1])=[O:24])[CH:11]=[CH:10][CH:9]=1. The catalyst class is: 43. (7) Reactant: [F-].C([N+](CCCC)(CCCC)CCCC)CCC.C([Si](C)(C)[O:24][C:25]1[CH:30]=[CH:29][C:28]([C:31]([C:35]2[CH:40]=[C:39]([O:41][CH3:42])[CH:38]=[C:37]([O:43][CH3:44])[CH:36]=2)=[CH:32][C:33]#[N:34])=[CH:27][C:26]=1[O:45][CH3:46])(C)(C)C.CCOCC. Product: [CH3:42][O:41][C:39]1[CH:40]=[C:35]([C:31]([C:28]2[CH:29]=[CH:30][C:25]([OH:24])=[C:26]([O:45][CH3:46])[CH:27]=2)=[CH:32][C:33]#[N:34])[CH:36]=[C:37]([O:43][CH3:44])[CH:38]=1. The catalyst class is: 1.